From a dataset of hERG potassium channel inhibition data for cardiac toxicity prediction from Karim et al.. Regression/Classification. Given a drug SMILES string, predict its toxicity properties. Task type varies by dataset: regression for continuous values (e.g., LD50, hERG inhibition percentage) or binary classification for toxic/non-toxic outcomes (e.g., AMES mutagenicity, cardiotoxicity, hepatotoxicity). Dataset: herg_karim. (1) The compound is C[C@H]1C[C@H]2CSC(N)=N[C@@]2(c2nc(NC(=O)c3ccc(Cl)cn3)cs2)CO1. The result is 1 (blocker). (2) The drug is CNC(=O)c1ccn2c1COc1c(CCN3CCN(c4cccc5nc(C)ccc45)CC3)cccc1-2. The result is 1 (blocker). (3) The compound is NC(=O)c1cccc(OC2CC3CCC(C2)N3Cc2ccncc2)c1. The result is 1 (blocker). (4) The molecule is Cc1cc(OCCN2CCOCC2)nn1-c1ccc(Cl)cc1Cl. The result is 0 (non-blocker). (5) The drug is O=C(NC1CCCCC1)NS(=O)(=O)c1ccc(OCCCCN2CCCC2)cc1. The result is 0 (non-blocker). (6) The compound is CCNC(=O)Nc1cccc(CCN2CCN(c3cccc4nc(C)ccc34)CC2)c1. The result is 1 (blocker). (7) The compound is CC(C)C1(c2ccc(-c3ccc4ccccc4c3)[nH]c2=O)OC(=O)NC1=O. The result is 0 (non-blocker).